Predict the product of the given reaction. From a dataset of Forward reaction prediction with 1.9M reactions from USPTO patents (1976-2016). (1) Given the reactants Cl[CH:2]([C:10]1[CH:15]=[CH:14][C:13]([Cl:16])=[CH:12][CH:11]=1)[CH:3]1[CH2:8][CH2:7][N:6]([CH3:9])[CH2:5][CH2:4]1.[NH:17]1[CH2:22][CH2:21][NH:20][CH2:19][CH2:18]1.C([O-])([O-])=O.[K+].[K+], predict the reaction product. The product is: [Cl:16][C:13]1[CH:14]=[CH:15][C:10]([CH:2]([CH:3]2[CH2:8][CH2:7][N:6]([CH3:9])[CH2:5][CH2:4]2)[N:17]2[CH2:22][CH2:21][NH:20][CH2:19][CH2:18]2)=[CH:11][CH:12]=1. (2) Given the reactants [N+:1]([C:4]1[CH:9]=[CH:8][C:7]([N:10]2[CH2:15][CH2:14][S:13](=[O:17])(=[O:16])[CH2:12][CH2:11]2)=[CH:6][CH:5]=1)([O-])=O, predict the reaction product. The product is: [O:17]=[S:13]1(=[O:16])[CH2:12][CH2:11][N:10]([C:7]2[CH:6]=[CH:5][C:4]([NH2:1])=[CH:9][CH:8]=2)[CH2:15][CH2:14]1. (3) Given the reactants Cl.[NH2:2][C@H:3]([CH:19]([CH3:21])[CH3:20])[C:4]([N:6]1[CH2:11][CH2:10][CH:9]([C:12]2[CH:17]=[CH:16][C:15]([Cl:18])=[CH:14][CH:13]=2)[CH2:8][CH2:7]1)=[O:5].C1C=CC2N(O)N=NC=2C=1.CCN(C(C)C)C(C)C.[C:41](O)(=[O:48])[C:42]1[CH:47]=[CH:46][CH:45]=[CH:44][CH:43]=1, predict the reaction product. The product is: [Cl:18][C:15]1[CH:14]=[CH:13][C:12]([CH:9]2[CH2:10][CH2:11][N:6]([C:4](=[O:5])[C@H:3]([NH:2][C:41](=[O:48])[C:42]3[CH:47]=[CH:46][CH:45]=[CH:44][CH:43]=3)[CH:19]([CH3:21])[CH3:20])[CH2:7][CH2:8]2)=[CH:17][CH:16]=1.